Dataset: Hepatocyte clearance measurements from AstraZeneca. Task: Regression/Classification. Given a drug SMILES string, predict its absorption, distribution, metabolism, or excretion properties. Task type varies by dataset: regression for continuous measurements (e.g., permeability, clearance, half-life) or binary classification for categorical outcomes (e.g., BBB penetration, CYP inhibition). For this dataset (clearance_hepatocyte_az), we predict log10(clearance) (log10 of the in vitro intrinsic clearance, CLint, in uL/min per 10^6 hepatocytes; values are censored to the assay range of 3 to 150, which is 0.477 to 2.18 on this log10 scale). (1) The molecule is COc1cc2c(ccc(=O)n2CCN2CCC(NCc3cc4c(cn3)OCCO4)CC2)cn1. The log10(clearance) is 1.55. (2) The log10(clearance) is 1.99. The drug is O=C(NCCCCCCNCCc1ccc(O)c2nc(O)sc12)Nc1ccccc1. (3) The compound is CN1CCN(C2=Nc3cc(Cl)ccc3Nc3ccccc32)CC1. The log10(clearance) is 0.830. (4) The compound is C[C@H](CO)Nc1nc(SCc2cccc(F)c2F)nc2[nH]c(=O)cnc12. The log10(clearance) is 1.37. (5) The molecule is COc1cc(N2CC3CNCC(C2)O3)ccc1Nc1ncc(Cl)c(-c2cnc3ccccn23)n1. The log10(clearance) is 1.14.